From a dataset of Forward reaction prediction with 1.9M reactions from USPTO patents (1976-2016). Predict the product of the given reaction. (1) Given the reactants N1[CH2:8][CH2:7][CH2:6][C@H:2]1[C:3](N)=[O:4].[C:9]1([Se:15]N2C(=O)C3=CC=CC=C3C2=O)[CH:14]=[CH:13][CH:12]=[CH:11][CH:10]=1, predict the reaction product. The product is: [C:7]1([CH2:6][CH:2]([Se:15][C:9]2[CH:14]=[CH:13][CH:12]=[CH:11][CH:10]=2)[CH:3]=[O:4])[CH:8]=[CH:7][CH:6]=[CH:2][CH:3]=1. (2) Given the reactants [CH3:1][C:2]1[CH:3]=[C:4]([CH:8]([C:10]2[CH:15]=[C:14]([CH3:16])[CH:13]=[CH:12][N:11]=2)[OH:9])[O:5][C:6]=1[CH3:7], predict the reaction product. The product is: [CH3:1][C:2]1[CH:3]=[C:4]([C:8]([C:10]2[CH:15]=[C:14]([CH3:16])[CH:13]=[CH:12][N:11]=2)=[O:9])[O:5][C:6]=1[CH3:7]. (3) Given the reactants [Br:1][C:2]1[CH:7]=[CH:6][C:5]([S:8]([N:11]2[CH2:18][CH2:17][C:14]3([O:16][CH2:15]3)[CH2:13][CH2:12]2)(=[O:10])=[O:9])=[CH:4][CH:3]=1.CO.[Al].[CH3:22][NH2:23], predict the reaction product. The product is: [Br:1][C:2]1[CH:7]=[CH:6][C:5]([S:8]([N:11]2[CH2:18][CH2:17][C:14]([CH2:15][NH:23][CH3:22])([OH:16])[CH2:13][CH2:12]2)(=[O:10])=[O:9])=[CH:4][CH:3]=1. (4) Given the reactants [Cl:1][C:2]1[CH:3]=[C:4]([N:9]([C:14]2[C:33]([CH:34]3[CH2:36][CH2:35]3)=[CH:32][C:17]3[C:18]([C:28]([NH:30][CH3:31])=[O:29])=[C:19]([C:21]4[CH:26]=[CH:25][C:24]([F:27])=[CH:23][CH:22]=4)[O:20][C:16]=3[CH:15]=2)[S:10]([CH3:13])(=[O:12])=[O:11])[CH:5]=[CH:6][C:7]=1[OH:8].C(=O)([O-])[O-].[K+].[K+].Br[CH2:44][B:45]1[O:49]C(C)(C)C(C)(C)[O:46]1, predict the reaction product. The product is: [Cl:1][C:2]1[CH:3]=[C:4]([N:9]([C:14]2[C:33]([CH:34]3[CH2:36][CH2:35]3)=[CH:32][C:17]3[C:18]([C:28](=[O:29])[NH:30][CH3:31])=[C:19]([C:21]4[CH:22]=[CH:23][C:24]([F:27])=[CH:25][CH:26]=4)[O:20][C:16]=3[CH:15]=2)[S:10]([CH3:13])(=[O:12])=[O:11])[CH:5]=[CH:6][C:7]=1[O:8][CH2:44][B:45]([OH:49])[OH:46]. (5) Given the reactants [CH3:1][S:2](Cl)(=[O:4])=[O:3].[OH:6][CH2:7][C:8]1[CH:17]=[CH:16][C:11]([C:12]([O:14][CH3:15])=[O:13])=[CH:10][C:9]=1[CH3:18].CCN(CC)CC.O, predict the reaction product. The product is: [CH3:18][C:9]1[CH:10]=[C:11]([CH:16]=[CH:17][C:8]=1[CH2:7][O:6][S:2]([CH3:1])(=[O:4])=[O:3])[C:12]([O:14][CH3:15])=[O:13]. (6) Given the reactants [CH2:1]([O:3][C:4]([N:6]1[CH2:11][CH2:10][N:9]([C:12](=[O:24])[C@@H:13]([NH2:23])[CH2:14][CH2:15][C:16]([O:18]C(C)(C)C)=[O:17])[CH2:8][CH2:7]1)=[O:5])[CH3:2].[C:25]([OH:31])([C:27]([F:30])([F:29])[F:28])=[O:26], predict the reaction product. The product is: [F:28][C:27]([F:30])([F:29])[C:25]([OH:31])=[O:26].[CH2:1]([O:3][C:4]([N:6]1[CH2:7][CH2:8][N:9]([C:12](=[O:24])[C@@H:13]([NH2:23])[CH2:14][CH2:15][C:16]([OH:18])=[O:17])[CH2:10][CH2:11]1)=[O:5])[CH3:2].